From a dataset of Peptide-MHC class II binding affinity with 134,281 pairs from IEDB. Regression. Given a peptide amino acid sequence and an MHC pseudo amino acid sequence, predict their binding affinity value. This is MHC class II binding data. (1) The peptide sequence is KGSDPKKLVLNIKYT. The MHC is DRB3_0101 with pseudo-sequence DRB3_0101. The binding affinity (normalized) is 0.162. (2) The peptide sequence is TATSASAGWDTVLQS. The binding affinity (normalized) is 0.630. The MHC is DRB1_0101 with pseudo-sequence DRB1_0101. (3) The peptide sequence is VKIEYSGTNNKTMAV. The MHC is HLA-DQA10501-DQB10301 with pseudo-sequence HLA-DQA10501-DQB10301. The binding affinity (normalized) is 0.409. (4) The peptide sequence is DTFRKLFGVYSNFLR. The MHC is DRB1_0802 with pseudo-sequence DRB1_0802. The binding affinity (normalized) is 0.542. (5) The peptide sequence is YDKFLKNVSTVLTGK. The MHC is DRB3_0202 with pseudo-sequence DRB3_0202. The binding affinity (normalized) is 0.911. (6) The peptide sequence is VWREMHHLVEFEPPH. The MHC is DRB3_0101 with pseudo-sequence DRB3_0101. The binding affinity (normalized) is 0.322. (7) The peptide sequence is AQDLELSWNLNGLQAY. The MHC is DRB1_1302 with pseudo-sequence DRB1_1302. The binding affinity (normalized) is 0.610. (8) The peptide sequence is NSFKPFAEYKSDYVY. The MHC is HLA-DPA10201-DPB11401 with pseudo-sequence HLA-DPA10201-DPB11401. The binding affinity (normalized) is 0.